Dataset: Full USPTO retrosynthesis dataset with 1.9M reactions from patents (1976-2016). Task: Predict the reactants needed to synthesize the given product. (1) Given the product [F:20][C:21]1[CH:28]=[CH:27][C:24]([CH:25]([OH:26])[C:3]2[C:2]([NH:7][C:8](=[O:13])[C:9]([CH3:10])([CH3:12])[CH3:11])=[N:1][CH:6]=[CH:5][CH:4]=2)=[CH:23][CH:22]=1, predict the reactants needed to synthesize it. The reactants are: [N:1]1[CH:6]=[CH:5][CH:4]=[CH:3][C:2]=1[NH:7][C:8](=[O:13])[C:9]([CH3:12])([CH3:11])[CH3:10].CCCCCC.[F:20][C:21]1[CH:28]=[CH:27][C:24]([CH:25]=[O:26])=[CH:23][CH:22]=1.[Cl-].[NH4+]. (2) Given the product [Cl:18][C:13]1[CH:14]=[CH:15][CH:16]=[CH:17][C:12]=1[CH2:11][C:8]1[S:7][C:6]([NH:5][C:3](=[O:4])[CH:2]([N:29]([CH3:30])[CH3:28])[C:19]2[CH:20]=[CH:25][CH:26]=[CH:27][CH:22]=2)=[N:10][CH:9]=1, predict the reactants needed to synthesize it. The reactants are: Br[CH:2]([CH2:19][CH3:20])[C:3]([NH:5][C:6]1[S:7][C:8]([CH2:11][C:12]2[CH:17]=[CH:16][CH:15]=[CH:14][C:13]=2[Cl:18])=[CH:9][N:10]=1)=[O:4].N[C:22]1[CH:27]=[CH:26][CH:25]=CC=1.[CH3:28][N:29](C)[CH:30]=O. (3) The reactants are: [N:1]([Sn](CCCC)(CCCC)CCCC)=[N+:2]=[N-:3].[CH3:17][O:18][C:19]([CH:21]1[CH2:26][CH2:25][CH:24]([C:27]#[N:28])[CH2:23][CH2:22]1)=[O:20]. Given the product [CH3:17][O:18][C:19]([CH:21]1[CH2:26][CH2:25][CH:24]([C:27]2[NH:3][N:2]=[N:1][N:28]=2)[CH2:23][CH2:22]1)=[O:20], predict the reactants needed to synthesize it. (4) Given the product [CH3:15][S:16]([O:7][CH:2]([CH:3]([O:6][S:16]([CH3:15])(=[O:18])=[O:17])[CH2:4][CH3:5])[CH3:1])(=[O:18])=[O:17], predict the reactants needed to synthesize it. The reactants are: [CH3:1][CH:2]([OH:7])[CH:3]([OH:6])[CH2:4][CH3:5].C(N(CC)CC)C.[CH3:15][S:16](Cl)(=[O:18])=[O:17].